From a dataset of Full USPTO retrosynthesis dataset with 1.9M reactions from patents (1976-2016). Predict the reactants needed to synthesize the given product. (1) The reactants are: [Li+].[OH-].[O:3]=[C:4]1[N:10]([CH:11]2[CH2:16][CH2:15][N:14]([C:17]([O:19][C@H:20]([CH2:41][C:42]3[CH:51]=[C:50]([CH3:52])[C:45]4[NH:46][C:47](=[O:49])[O:48][C:44]=4[CH:43]=3)[C:21]([N:23]3[CH2:28][CH2:27][CH:26]([CH:29]4[CH2:34][CH2:33][N:32]([CH2:35][C:36]([O:38]CC)=[O:37])[CH2:31][CH2:30]4)[CH2:25][CH2:24]3)=[O:22])=[O:18])[CH2:13][CH2:12]2)[CH2:9][CH2:8][C:7]2[CH:53]=[CH:54][CH:55]=[CH:56][C:6]=2[NH:5]1.Cl. Given the product [O:3]=[C:4]1[N:10]([CH:11]2[CH2:16][CH2:15][N:14]([C:17]([O:19][C@H:20]([CH2:41][C:42]3[CH:51]=[C:50]([CH3:52])[C:45]4[NH:46][C:47](=[O:49])[O:48][C:44]=4[CH:43]=3)[C:21]([N:23]3[CH2:28][CH2:27][CH:26]([CH:29]4[CH2:34][CH2:33][N:32]([CH2:35][C:36]([OH:38])=[O:37])[CH2:31][CH2:30]4)[CH2:25][CH2:24]3)=[O:22])=[O:18])[CH2:13][CH2:12]2)[CH2:9][CH2:8][C:7]2[CH:53]=[CH:54][CH:55]=[CH:56][C:6]=2[NH:5]1, predict the reactants needed to synthesize it. (2) Given the product [F:25][C:2]([F:1])([F:24])[C:3]1[CH:4]=[C:5]([S:9]([N:12]2[CH2:17][CH2:16][CH2:15][CH2:14][CH:13]2[CH2:18][C:19]([OH:21])=[O:20])(=[O:11])=[O:10])[CH:6]=[CH:7][CH:8]=1, predict the reactants needed to synthesize it. The reactants are: [F:1][C:2]([F:25])([F:24])[C:3]1[CH:4]=[C:5]([S:9]([N:12]2[CH2:17][CH2:16][CH2:15][CH2:14][CH:13]2[CH2:18][C:19]([O:21]CC)=[O:20])(=[O:11])=[O:10])[CH:6]=[CH:7][CH:8]=1.[OH-].[Na+]. (3) Given the product [F:48][C:16]([F:15])([F:47])[S:17]([O:20][C:21]1[CH:30]=[CH:29][C:28]2[C:23](=[CH:24][CH:25]=[CH:26][CH:27]=2)[C:22]=1[C:31]1[C:40]2[C:35](=[CH:36][CH:37]=[CH:38][CH:39]=2)[CH2:34][C@H:33]([C:41]2[CH:42]=[CH:43][CH:44]=[CH:45][CH:46]=2)[N:32]=1)(=[O:19])=[O:18], predict the reactants needed to synthesize it. The reactants are: ClC1C(=O)C(C#N)=C(C#N)C(=O)C=1Cl.[F:15][C:16]([F:48])([F:47])[S:17]([O:20][C:21]1[CH:30]=[CH:29][C:28]2[C:23](=[CH:24][CH:25]=[CH:26][CH:27]=2)[C:22]=1[CH:31]1[C:40]2[C:35](=[CH:36][CH:37]=[CH:38][CH:39]=2)[CH2:34][C@H:33]([C:41]2[CH:46]=[CH:45][CH:44]=[CH:43][CH:42]=2)[NH:32]1)(=[O:19])=[O:18].